This data is from Reaction yield outcomes from USPTO patents with 853,638 reactions. The task is: Predict the reaction yield, written as a fraction of the theoretical maximum amount of product (1.0 means a 100% yield; for example, 0.34 means a 34% yield). (1) The reactants are [F:1][C:2]([F:7])([F:6])[C:3]([OH:5])=[O:4].[F:8][C:9]([F:14])([F:13])[C:10]([OH:12])=[O:11].FC(F)(F)C(O)=O.[Cl:22][C:23]1[CH:24]=[N:25][C:26]2[NH:27][C:28]3[CH:29]=[N:30][CH:31]=[C:32]([CH:54]=3)[CH2:33][CH2:34][C:35]3[CH:43]=[C:39]([NH:40][C:41]=1[N:42]=2)[CH:38]=[CH:37][C:36]=3[O:44][CH2:45][C:46](=[O:53])[N:47]1[CH2:52][CH2:51][NH:50][CH2:49][CH2:48]1.[CH3:55][O:56][CH2:57][C:58](Cl)=[O:59]. No catalyst specified. The product is [F:1][C:2]([F:7])([F:6])[C:3]([OH:5])=[O:4].[F:8][C:9]([F:14])([F:13])[C:10]([OH:12])=[O:11].[Cl:22][C:23]1[CH:24]=[N:25][C:26]2[NH:27][C:28]3[CH:29]=[N:30][CH:31]=[C:32]([CH:54]=3)[CH2:33][CH2:34][C:35]3[CH:43]=[C:39]([NH:40][C:41]=1[N:42]=2)[CH:38]=[CH:37][C:36]=3[O:44][CH2:45][C:46]([N:47]1[CH2:52][CH2:51][N:50]([C:58](=[O:59])[CH2:57][O:56][CH3:55])[CH2:49][CH2:48]1)=[O:53]. The yield is 0.770. (2) The reactants are [OH:1][C:2]1[CH:7]=[CH:6][C:5]([CH2:8][C:9]([O:11][CH2:12][CH3:13])=[O:10])=[CH:4][CH:3]=1.CO.S(Cl)([Cl:19])(=O)=O. The catalyst is C(Cl)Cl. The product is [Cl:19][C:7]1[CH:6]=[C:5]([CH2:8][C:9]([O:11][CH2:12][CH3:13])=[O:10])[CH:4]=[CH:3][C:2]=1[OH:1]. The yield is 0.600. (3) The reactants are [CH3:1][C:2]1[CH:16]=[CH:15][C:5]2[N:6]=[N:7][N:8]([CH2:11][C:12]([OH:14])=O)[C:9](=[O:10])[C:4]=2[CH:3]=1.[CH3:17][O:18][C:19]1[CH:24]=[CH:23][C:22]([C@@H:25]([NH2:27])[CH3:26])=[CH:21][CH:20]=1. No catalyst specified. The product is [CH3:17][O:18][C:19]1[CH:24]=[CH:23][C:22]([C@@H:25]([NH:27][C:12](=[O:14])[CH2:11][N:8]2[C:9](=[O:10])[C:4]3[CH:3]=[C:2]([CH3:1])[CH:16]=[CH:15][C:5]=3[N:6]=[N:7]2)[CH3:26])=[CH:21][CH:20]=1. The yield is 0.220. (4) The reactants are [CH:1]1([N:7]2[C:11]([CH2:12][OH:13])=[CH:10][C:9]([CH3:14])=[N:8]2)[CH2:6][CH2:5][CH2:4][CH2:3][CH2:2]1.[Cr](Cl)([O-])(=O)=O.[NH+]1C=CC=CC=1. The catalyst is ClCCl. The product is [CH:1]1([N:7]2[C:11]([CH:12]=[O:13])=[CH:10][C:9]([CH3:14])=[N:8]2)[CH2:2][CH2:3][CH2:4][CH2:5][CH2:6]1. The yield is 0.630. (5) The yield is 0.580. The product is [OH:17][C:18]1[CH:23]=[CH:22][C:21]([C:2]2[CH:3]=[C:4]3[C:9](=[CH:10][CH:11]=2)[N:8]=[C:7]([C:12]([O:14][CH2:15][CH3:16])=[O:13])[CH:6]=[CH:5]3)=[CH:20][CH:19]=1. The catalyst is C([O-])(=O)C.[Pd+2].C([O-])(=O)C.C(OCC)(=O)C.O.O1CCOCC1. The reactants are Br[C:2]1[CH:3]=[C:4]2[C:9](=[CH:10][CH:11]=1)[N:8]=[C:7]([C:12]([O:14][CH2:15][CH3:16])=[O:13])[CH:6]=[CH:5]2.[OH:17][C:18]1[CH:23]=[CH:22][C:21](B(O)O)=[CH:20][CH:19]=1.C1(P(C2C=CC=CC=2)C2C=CC=CC=2)C=CC=CC=1.P([O-])([O-])([O-])=O.[K+].[K+].[K+]. (6) The catalyst is CC(O)=O. The product is [N:5]1([C:6]2[N:11]=[CH:10][C:9]([OH:12])=[CH:8][CH:7]=2)[CH:13]=[N:3][N:2]=[N:1]1. The reactants are [N-:1]=[N+:2]=[N-:3].[Na+].[NH2:5][C:6]1[N:11]=[CH:10][C:9]([OH:12])=[CH:8][CH:7]=1.[CH2:13](OC(OCC)OCC)C. The yield is 0.810. (7) The reactants are [CH2:1]([C@@H:5]1[NH:10][CH2:9][C@H:8]([CH2:11][CH2:12][CH3:13])[NH:7][C:6]1=[O:14])[CH:2]([CH3:4])[CH3:3].[Cl:15][C:16]1[CH:21]=[CH:20][C:19]([C:22]2[O:26][N:25]=[C:24]([CH:27]=O)[CH:23]=2)=[CH:18][CH:17]=1.C([C@@H]1N(CC2C=C(C3C=CC=CC=3)ON=2)C[C@H](CC(C)C)NC1=O)C(C)C. No catalyst specified. The product is [Cl:15][C:16]1[CH:17]=[CH:18][C:19]([C:22]2[O:26][N:25]=[C:24]([CH2:27][N:10]3[CH2:9][C@H:8]([CH2:11][CH2:12][CH3:13])[NH:7][C:6](=[O:14])[C@@H:5]3[CH2:1][CH:2]([CH3:4])[CH3:3])[CH:23]=2)=[CH:20][CH:21]=1. The yield is 0.450.